Dataset: Reaction yield outcomes from USPTO patents with 853,638 reactions. Task: Predict the reaction yield, written as a fraction of the theoretical maximum amount of product (1.0 means a 100% yield; for example, 0.34 means a 34% yield). (1) The reactants are [CH3:1][C:2]1[CH:31]=[CH:30][C:5]([C:6]([NH:8][C:9]2[C:22]3[C:21](=[O:23])[C:20]4[C:15](=[CH:16][CH:17]=[CH:18][CH:19]=4)[C:14](=[O:24])[C:13]=3[CH:12]=[CH:11][C:10]=2[NH:25][C:26](=[O:29])[CH2:27]Cl)=[O:7])=[CH:4][CH:3]=1.CCN(C(C)C)C(C)C.[N:41]1[CH:46]=[CH:45][CH:44]=[N:43][C:42]=1[N:47]1[CH2:52][CH2:51][NH:50][CH2:49][CH2:48]1.C(OCC)(=O)C. The catalyst is O1CCCC1.CCO.CCCCCC. The product is [CH3:1][C:2]1[CH:31]=[CH:30][C:5]([C:6]([NH:8][C:9]2[C:22]3[C:21](=[O:23])[C:20]4[C:15](=[CH:16][CH:17]=[CH:18][CH:19]=4)[C:14](=[O:24])[C:13]=3[CH:12]=[CH:11][C:10]=2[NH:25][C:26](=[O:29])[CH2:27][N:50]2[CH2:51][CH2:52][N:47]([C:42]3[N:41]=[CH:46][CH:45]=[CH:44][N:43]=3)[CH2:48][CH2:49]2)=[O:7])=[CH:4][CH:3]=1. The yield is 0.410. (2) The reactants are Br[C:2]1[CH:11]=[C:10]2[C:5]([CH:6]=[C:7]([NH:12][C:13]([CH:15]3[CH2:17][CH2:16]3)=[O:14])[N:8]=[CH:9]2)=[CH:4][CH:3]=1.N1[C:31]2[C:22](=[CH:23][CH:24]=[C:25]3[C:30]=2N=CC=C3)C=CC=1.C(=O)([O-])[O-:33].[Cs+].[Cs+]. The catalyst is [Cu]I.C1(O)CCCCC1. The product is [CH:22]1([O:33][C:2]2[CH:11]=[C:10]3[C:5]([CH:6]=[C:7]([NH:12][C:13]([CH:15]4[CH2:17][CH2:16]4)=[O:14])[N:8]=[CH:9]3)=[CH:4][CH:3]=2)[CH2:31][CH2:30][CH2:25][CH2:24][CH2:23]1. The yield is 0.229. (3) The yield is 0.950. The reactants are [S:1]1[CH:5]=[CH:4][C:3]([CH2:6][CH2:7][CH:8](C(O)=O)[C:9]([OH:11])=[O:10])=[CH:2]1.[OH-].[NH4+]. The product is [S:1]1[CH:5]=[CH:4][C:3]([CH2:6][CH2:7][CH2:8][C:9]([OH:11])=[O:10])=[CH:2]1. The catalyst is COCCOCCOC. (4) The reactants are [OH:1][C:2]1[CH:10]=[CH:9][C:5]([C:6]([NH2:8])=[O:7])=[CH:4][CH:3]=1.C(=O)([O-])[O-].[K+].[K+].C(#N)C.Br[CH2:21][CH2:22][CH2:23][Cl:24]. The catalyst is O. The product is [Cl:24][CH2:23][CH2:22][CH2:21][O:1][C:2]1[CH:10]=[CH:9][C:5]([C:6]([NH2:8])=[O:7])=[CH:4][CH:3]=1. The yield is 0.820. (5) The yield is 0.540. The product is [CH2:1]([N:8]1[C:17](=[O:18])[C:16]2[C:11](=[CH:12][C:13]([Cl:19])=[CH:14][CH:15]=2)[N:10]=[C:9]1[CH:20]([N:24]([CH2:25][CH:26]([O:27][CH3:28])[O:29][CH3:30])[C:31](=[O:38])[C:32]1[CH:37]=[CH:36][CH:35]=[CH:34][CH:33]=1)[CH:21]([CH3:23])[CH3:22])[C:2]1[CH:7]=[CH:6][CH:5]=[CH:4][CH:3]=1. The catalyst is C(Cl)Cl. The reactants are [CH2:1]([N:8]1[C:17](=[O:18])[C:16]2[C:11](=[CH:12][C:13]([Cl:19])=[CH:14][CH:15]=2)[N:10]=[C:9]1[CH:20]([NH:24][CH2:25][CH:26]([O:29][CH3:30])[O:27][CH3:28])[CH:21]([CH3:23])[CH3:22])[C:2]1[CH:7]=[CH:6][CH:5]=[CH:4][CH:3]=1.[C:31](Cl)(=[O:38])[C:32]1[CH:37]=[CH:36][CH:35]=[CH:34][CH:33]=1.C(N(CC)CC)C. (6) The reactants are [Cl:1][C:2]1[N:7]=[C:6](Cl)[CH:5]=[CH:4][N:3]=1.[CH2:9]([OH:16])[C:10]1[CH:15]=[CH:14][CH:13]=[CH:12][CH:11]=1.[OH-].[K+]. The catalyst is C1(C)C=CC=CC=1.CCOC(C)=O.C1OCCOCCOCCOCCOCCOC1. The product is [CH2:9]([O:16][C:6]1[CH:5]=[CH:4][N:3]=[C:2]([Cl:1])[N:7]=1)[C:10]1[CH:15]=[CH:14][CH:13]=[CH:12][CH:11]=1. The yield is 0.710. (7) The reactants are [Br:1][C:2]1[CH:7]=[CH:6][C:5]([S:8](Cl)(=[O:10])=[O:9])=[C:4]([F:12])[CH:3]=1.C[CH2:14][N:15](CC)[CH2:16]C.CNC.C1COCC1. The catalyst is ClCCl. The product is [Br:1][C:2]1[CH:7]=[CH:6][C:5]([S:8]([N:15]([CH3:16])[CH3:14])(=[O:10])=[O:9])=[C:4]([F:12])[CH:3]=1. The yield is 0.750.